From a dataset of NCI-60 drug combinations with 297,098 pairs across 59 cell lines. Regression. Given two drug SMILES strings and cell line genomic features, predict the synergy score measuring deviation from expected non-interaction effect. (1) Drug 1: CCCS(=O)(=O)NC1=C(C(=C(C=C1)F)C(=O)C2=CNC3=C2C=C(C=N3)C4=CC=C(C=C4)Cl)F. Drug 2: C1=CC(=CC=C1CCCC(=O)O)N(CCCl)CCCl. Cell line: MALME-3M. Synergy scores: CSS=60.1, Synergy_ZIP=4.19, Synergy_Bliss=6.07, Synergy_Loewe=-11.3, Synergy_HSA=8.49. (2) Drug 1: C1CCC(C1)C(CC#N)N2C=C(C=N2)C3=C4C=CNC4=NC=N3. Drug 2: CS(=O)(=O)CCNCC1=CC=C(O1)C2=CC3=C(C=C2)N=CN=C3NC4=CC(=C(C=C4)OCC5=CC(=CC=C5)F)Cl. Cell line: U251. Synergy scores: CSS=-0.346, Synergy_ZIP=-0.646, Synergy_Bliss=-3.10, Synergy_Loewe=-3.84, Synergy_HSA=-3.26. (3) Drug 1: CS(=O)(=O)C1=CC(=C(C=C1)C(=O)NC2=CC(=C(C=C2)Cl)C3=CC=CC=N3)Cl. Drug 2: CC1=C(C=C(C=C1)NC2=NC=CC(=N2)N(C)C3=CC4=NN(C(=C4C=C3)C)C)S(=O)(=O)N.Cl. Cell line: UACC-257. Synergy scores: CSS=14.0, Synergy_ZIP=5.02, Synergy_Bliss=13.4, Synergy_Loewe=10.7, Synergy_HSA=10.9. (4) Drug 1: CCC1=C2CN3C(=CC4=C(C3=O)COC(=O)C4(CC)O)C2=NC5=C1C=C(C=C5)O. Drug 2: C1=NC2=C(N1)C(=S)N=CN2. Cell line: NCI/ADR-RES. Synergy scores: CSS=36.8, Synergy_ZIP=-6.02, Synergy_Bliss=-5.15, Synergy_Loewe=-0.152, Synergy_HSA=-0.979.